Dataset: Full USPTO retrosynthesis dataset with 1.9M reactions from patents (1976-2016). Task: Predict the reactants needed to synthesize the given product. (1) Given the product [F:21][C:2]([F:1])([F:20])[C:3]1[C:4]([CH2:9][C:10]([O:12][CH2:13][CH3:14])=[O:11])=[N:5][CH:6]=[CH:7][CH:8]=1, predict the reactants needed to synthesize it. The reactants are: [F:1][C:2]([F:21])([F:20])[C:3]1[C:4]([CH:9](C(OCC)=O)[C:10]([O:12][CH2:13][CH3:14])=[O:11])=[N:5][CH:6]=[CH:7][CH:8]=1.CS(C)=O.[Cl-].[Na+]. (2) Given the product [Cl:1][C:2]1[CH:3]=[C:4]2[C:8](=[CH:9][CH:10]=1)[NH:7][C:6]1[C@H:11]([CH2:15][CH:16]([CH3:18])[CH3:17])[N:12]([C:32]([CH:29]3[CH2:30][CH2:31][NH:26][CH2:27][CH2:28]3)=[O:33])[CH2:13][CH2:14][C:5]2=1, predict the reactants needed to synthesize it. The reactants are: [Cl:1][C:2]1[CH:3]=[C:4]2[C:8](=[CH:9][CH:10]=1)[NH:7][C:6]1[C@H:11]([CH2:15][CH:16]([CH3:18])[CH3:17])[NH:12][CH2:13][CH2:14][C:5]2=1.C(OC([N:26]1[CH2:31][CH2:30][CH:29]([C:32](O)=[O:33])[CH2:28][CH2:27]1)=O)(C)(C)C. (3) Given the product [CH2:1]([N:8]1[C:12]2[CH:13]=[C:14]3[C:18](=[CH:19][C:11]=2[NH:10][C:9]1=[O:20])[NH:17][N:16]=[C:15]3[I:30])[C:2]1[CH:3]=[CH:4][CH:5]=[CH:6][CH:7]=1, predict the reactants needed to synthesize it. The reactants are: [CH2:1]([N:8]1[C:12]2[CH:13]=[C:14]3[C:18](=[CH:19][C:11]=2[NH:10][C:9]1=[O:20])[NH:17][N:16]=[CH:15]3)[C:2]1[CH:7]=[CH:6][CH:5]=[CH:4][CH:3]=1.[OH-].[K+].C1C(=O)N([I:30])C(=O)C1.